Task: Predict the reactants needed to synthesize the given product.. Dataset: Full USPTO retrosynthesis dataset with 1.9M reactions from patents (1976-2016) Given the product [Br:20][C:7]1[CH:8]=[C:9]([CH2:13][CH:14]([OH:19])[C:15]([O:17][CH3:18])=[O:16])[CH:10]=[C:11]([Br:12])[C:6]=1[O:5][C:4]1[CH:21]=[C:22]([CH:26]([CH3:28])[CH3:27])[C:23]([O:24][CH3:25])=[C:2]([I:34])[CH:3]=1, predict the reactants needed to synthesize it. The reactants are: N[C:2]1[CH:3]=[C:4]([CH:21]=[C:22]([CH:26]([CH3:28])[CH3:27])[C:23]=1[O:24][CH3:25])[O:5][C:6]1[C:11]([Br:12])=[CH:10][C:9]([CH2:13][CH:14]([OH:19])[C:15]([O:17][CH3:18])=[O:16])=[CH:8][C:7]=1[Br:20].Cl.N([O-])=O.[Na+].[I-:34].[K+].